Dataset: Full USPTO retrosynthesis dataset with 1.9M reactions from patents (1976-2016). Task: Predict the reactants needed to synthesize the given product. (1) Given the product [CH3:1][CH:2]([CH3:29])[C:3]([NH:5][C:6]1[CH:11]=[CH:10][CH:9]=[C:8]([CH:12]2[CH2:17][CH2:16][N:15]([CH2:18][CH2:19][C:20]3[C:34]4[C:33](=[C:32]([CH3:31])[CH:37]=[CH:36][CH:35]=4)[NH:38][C:21]=3[C:22]3[CH:27]=[CH:26][CH:25]=[CH:24][CH:23]=3)[CH2:14][CH2:13]2)[CH:7]=1)=[O:4], predict the reactants needed to synthesize it. The reactants are: [CH3:1][CH:2]([CH3:29])[C:3]([NH:5][C:6]1[CH:11]=[CH:10][CH:9]=[C:8]([CH:12]2[CH2:17][CH2:16][N:15]([CH2:18][CH2:19][CH2:20][C:21](=O)[C:22]3[CH:27]=[CH:26][CH:25]=[CH:24][CH:23]=3)[CH2:14][CH2:13]2)[CH:7]=1)=[O:4].Cl.[CH3:31][C:32]1[CH:37]=[CH:36][CH:35]=[CH:34][C:33]=1[NH:38]N. (2) Given the product [F:22][CH:21]([F:23])[CH2:20][N:13]1[CH2:12][C:11]2([CH2:10][CH2:9][N:8]([C:6]([O:5][C:1]([CH3:2])([CH3:3])[CH3:4])=[O:7])[CH2:25][CH2:24]2)[O:16][CH:15]([C:17](=[O:18])[NH:26][CH2:27][C:28](=[O:31])[CH2:29][CH3:30])[CH2:14]1, predict the reactants needed to synthesize it. The reactants are: [C:1]([O:5][C:6]([N:8]1[CH2:25][CH2:24][C:11]2([O:16][CH:15]([C:17](O)=[O:18])[CH2:14][N:13]([CH2:20][CH:21]([F:23])[F:22])[CH2:12]2)[CH2:10][CH2:9]1)=[O:7])([CH3:4])([CH3:3])[CH3:2].[NH2:26][CH2:27][C:28](=[O:31])[CH2:29][CH3:30].C(N(CC)CC)C. (3) Given the product [Br:1][C:2]1[CH:3]=[C:4]2[C:12](=[C:13]([C:15](=[O:16])[NH2:29])[CH:14]=1)[NH:11][C:10]1[CH2:9][CH2:8][CH:7]([C:18]([O:20][CH2:21][CH3:22])=[O:19])[CH2:6][C:5]2=1, predict the reactants needed to synthesize it. The reactants are: [Br:1][C:2]1[CH:3]=[C:4]2[C:12](=[C:13]([C:15](O)=[O:16])[CH:14]=1)[NH:11][C:10]1[CH2:9][CH2:8][CH:7]([C:18]([O:20][CH2:21][CH3:22])=[O:19])[CH2:6][C:5]2=1.C(Cl)CCl.O.O[N:29]1C2C=CC=CC=2N=N1.[OH-].[NH4+]. (4) The reactants are: [Cl:1][C:2]1[CH:3]=[C:4]2[C:9](=[CH:10][CH:11]=1)[C@@:8]1([CH2:17][O:16][C:15]3[CH:18]=[CH:19][C:20]([C:22](O)=[O:23])=[CH:21][C:14]=3[N:13]([CH2:25][C@@H:26]3[CH2:29][CH2:28][C@H:27]3[C@@H:30]([OH:34])[CH2:31][CH:32]=[CH2:33])[CH2:12]1)[CH2:7][CH2:6][CH2:5]2.[CH3:35][C@H:36]([S:40]([NH2:43])(=[O:42])=[O:41])[CH2:37][CH:38]=[CH2:39]. Given the product [Cl:1][C:2]1[CH:3]=[C:4]2[C:9](=[CH:10][CH:11]=1)[C@@:8]1([CH2:17][O:16][C:15]3[CH:18]=[CH:19][C:20]([C:22]([NH:43][S:40]([C@H:36]([CH2:37][CH:38]=[CH2:39])[CH3:35])(=[O:42])=[O:41])=[O:23])=[CH:21][C:14]=3[N:13]([CH2:25][C@@H:26]3[CH2:29][CH2:28][C@H:27]3[C@@H:30]([OH:34])[CH2:31][CH:32]=[CH2:33])[CH2:12]1)[CH2:7][CH2:6][CH2:5]2, predict the reactants needed to synthesize it. (5) Given the product [NH2:29][C@H:19]1[CH2:20][CH2:21][C@@:22]2([CH3:23])[C@H:17]([CH2:16][CH2:15][C@@H:14]3[C@@H:24]2[CH2:25][CH2:26][C@@:27]2([CH3:28])[C@H:13]3[CH2:12][CH2:11][C@@H:10]2[C@H:8]([CH3:9])[CH2:7][CH2:6][C:5]([OH:30])=[O:4])[CH2:18]1, predict the reactants needed to synthesize it. The reactants are: [OH-].[Na+].C[O:4][C:5](=[O:30])[CH2:6][CH2:7][C@H:8]([C@@H:10]1[C@:27]2([CH3:28])[C@H:13]([C@H:14]3[C@H:24]([CH2:25][CH2:26]2)[C@:22]2([CH3:23])[C@@H:17]([CH2:18][C@@H:19]([NH2:29])[CH2:20][CH2:21]2)[CH2:16][CH2:15]3)[CH2:12][CH2:11]1)[CH3:9]. (6) Given the product [O:17]([C:18]1[CH:19]=[C:20]([CH:21]=[CH:22][CH:23]=1)[O:24][C:2]1[N:7]=[CH:6][N:5]=[C:4]([NH:8][C:9]2[CH:14]=[CH:13][CH:12]=[C:11]([NH2:15])[N:10]=2)[CH:3]=1)[CH3:16], predict the reactants needed to synthesize it. The reactants are: Cl[C:2]1[N:7]=[CH:6][N:5]=[C:4]([NH:8][C:9]2[CH:14]=[CH:13][CH:12]=[C:11]([NH2:15])[N:10]=2)[CH:3]=1.[CH3:16][O:17][C:18]1[CH:19]=[C:20]([OH:24])[CH:21]=[CH:22][CH:23]=1.C([O-])([O-])=O.[K+].[K+].